From a dataset of Forward reaction prediction with 1.9M reactions from USPTO patents (1976-2016). Predict the product of the given reaction. (1) Given the reactants [CH3:1][O:2][C:3]1[CH:4]=[C:5]([O:9][C:10]2[CH:16]=[CH:15][C:13]([NH2:14])=[CH:12][CH:11]=2)[CH:6]=[CH:7][CH:8]=1.C(C1C=CC(OC2N=CC(N[C:33]([C@H:35]([NH:38][C:39](=O)[O:40]C(C)(C)C)[CH2:36][CH3:37])=[O:34])=CC=2)=CC=1C(C)C)#N.Cl, predict the reaction product. The product is: [CH2:36]([C@H:35]1[NH:38][C:39](=[O:40])[N:14]([C:13]2[CH:15]=[CH:16][C:10]([O:9][C:5]3[CH:6]=[CH:7][CH:8]=[C:3]([O:2][CH3:1])[CH:4]=3)=[CH:11][CH:12]=2)[C:33]1=[O:34])[CH3:37]. (2) Given the reactants [Cl:1][C:2]1[CH:28]=[CH:27][C:5]([O:6][C:7]([N:9]([CH3:26])[CH2:10][CH2:11][C@H:12]2[CH2:17][CH2:16][C@H:15]([CH2:18][CH2:19][CH2:20]OS(C)(=O)=O)[CH2:14][CH2:13]2)=[O:8])=[CH:4][CH:3]=1.[NH:29]1[CH:33]=[CH:32][N:31]=[CH:30]1.[H-].[Na+], predict the reaction product. The product is: [Cl:1][C:2]1[CH:28]=[CH:27][C:5]([O:6][C:7](=[O:8])[N:9]([CH2:10][CH2:11][C@H:12]2[CH2:17][CH2:16][C@H:15]([CH2:18][CH2:19][CH2:20][N:29]3[CH:33]=[CH:32][N:31]=[CH:30]3)[CH2:14][CH2:13]2)[CH3:26])=[CH:4][CH:3]=1. (3) Given the reactants [CH:1]1([C:7]2[C:11]3[CH:12]=[CH:13][C:14]([OH:16])=[CH:15][C:10]=3[O:9][N:8]=2)[CH2:6][CH2:5][CH2:4][CH2:3][CH2:2]1.Cl.Cl[CH2:19][CH2:20][N:21]1[CH2:26][CH2:25][CH2:24][CH2:23][CH2:22]1.C([O-])([O-])=O.[K+].[K+].O, predict the reaction product. The product is: [CH:1]1([C:7]2[C:11]3[CH:12]=[CH:13][C:14]([O:16][CH2:19][CH2:20][N:21]4[CH2:26][CH2:25][CH2:24][CH2:23][CH2:22]4)=[CH:15][C:10]=3[O:9][N:8]=2)[CH2:2][CH2:3][CH2:4][CH2:5][CH2:6]1. (4) Given the reactants [Cl:1][C:2]1[CH:7]=[CH:6][C:5]([NH:8][C:9]([NH:11][C:12]2[CH:17]=[CH:16][C:15]([O:18][C:19]3[CH:24]=[CH:23][N:22]=[C:21](S(C)(=O)=O)[N:20]=3)=[CH:14][C:13]=2[F:29])=[O:10])=[CH:4][C:3]=1[C:30]([F:33])([F:32])[F:31].[NH2:34][CH2:35][CH2:36][CH2:37][OH:38], predict the reaction product. The product is: [F:29][C:13]1[CH:14]=[C:15]([O:18][C:19]2[CH:24]=[CH:23][N:22]=[C:21]([NH:34][CH2:35][CH2:36][CH2:37][OH:38])[N:20]=2)[CH:16]=[CH:17][C:12]=1[NH:11][C:9]([NH:8][C:5]1[CH:6]=[CH:7][C:2]([Cl:1])=[C:3]([C:30]([F:33])([F:32])[F:31])[CH:4]=1)=[O:10]. (5) Given the reactants [Cl:1][C:2]1[CH:7]=[CH:6][C:5]([N:8]([CH2:22][CH2:23][O:24]C2CCCCO2)[S:9]([C:12]2[CH:17]=[CH:16][C:15]([O:18][CH3:19])=[C:14]([O:20][CH3:21])[CH:13]=2)(=[O:11])=[O:10])=[C:4]([CH:31]([C:33]2[CH:38]=[CH:37][CH:36]=[CH:35][C:34]=2[Cl:39])[OH:32])[CH:3]=1.C(O)(=O)C.O, predict the reaction product. The product is: [Cl:1][C:2]1[CH:7]=[CH:6][C:5]([N:8]([CH2:22][CH2:23][OH:24])[S:9]([C:12]2[CH:17]=[CH:16][C:15]([O:18][CH3:19])=[C:14]([O:20][CH3:21])[CH:13]=2)(=[O:11])=[O:10])=[C:4]([CH:31]([C:33]2[CH:38]=[CH:37][CH:36]=[CH:35][C:34]=2[Cl:39])[OH:32])[CH:3]=1. (6) Given the reactants [CH2:1]([O:8][C:9]1[CH:10]=[C:11]([C:23]2[O:24][C:25]3[C:30]([C:31](=[O:34])[C:32]=2[OH:33])=[CH:29][CH:28]=[CH:27][CH:26]=3)[CH:12]=[CH:13][C:14]=1[O:15][CH2:16][C:17]1[CH:22]=[CH:21][CH:20]=[CH:19][CH:18]=1)[C:2]1[CH:7]=[CH:6][CH:5]=[CH:4][CH:3]=1.C([O-])([O-])=O.[K+].[K+].[CH2:41](Br)[C:42]1[CH:47]=[CH:46][CH:45]=[CH:44][CH:43]=1, predict the reaction product. The product is: [CH2:41]([O:33][C:32]1[C:31](=[O:34])[C:30]2[C:25](=[CH:26][CH:27]=[CH:28][CH:29]=2)[O:24][C:23]=1[C:11]1[CH:12]=[CH:13][C:14]([O:15][CH2:16][C:17]2[CH:22]=[CH:21][CH:20]=[CH:19][CH:18]=2)=[C:9]([O:8][CH2:1][C:2]2[CH:7]=[CH:6][CH:5]=[CH:4][CH:3]=2)[CH:10]=1)[C:42]1[CH:47]=[CH:46][CH:45]=[CH:44][CH:43]=1. (7) Given the reactants Cl[C:2]1[S:10][C:9]2[C:8]([C:11]([C:13]3[S:14][CH:15]=[CH:16][CH:17]=3)=[O:12])=[N:7][C:6]([NH:18][CH2:19][C:20]3[CH:21]=[N:22][CH:23]=[CH:24][CH:25]=3)=[N:5][C:4]=2[CH:3]=1.[N:26]1[CH:31]=[CH:30][CH:29]=[C:28]([CH2:32][NH2:33])[CH:27]=1.Cl, predict the reaction product. The product is: [N:26]1[CH:31]=[CH:30][CH:29]=[C:28]([CH2:32][NH:33][C:2]2[S:10][C:9]3[C:8]([C:11]([C:13]4[S:14][CH:15]=[CH:16][CH:17]=4)=[O:12])=[N:7][C:6]([NH:18][CH2:19][C:20]4[CH:21]=[N:22][CH:23]=[CH:24][CH:25]=4)=[N:5][C:4]=3[CH:3]=2)[CH:27]=1. (8) Given the reactants C(=O)([O-])[O-].[K+].[K+].[NH:7]1[CH:11]=[N:10][CH:9]=[N:8]1.[Cl:12][C:13]1[CH:18]=[CH:17][C:16]([C:19]2([C:22]3([C:25]4[CH:30]=[CH:29][CH:28]=[CH:27][N:26]=4)[CH2:24][CH2:23]3)[CH2:21][O:20]2)=[CH:15][CH:14]=1.O, predict the reaction product. The product is: [Cl:12][C:13]1[CH:18]=[CH:17][C:16]([C:19]([C:22]2([C:25]3[CH:30]=[CH:29][CH:28]=[CH:27][N:26]=3)[CH2:24][CH2:23]2)([OH:20])[CH2:21][N:7]2[CH:11]=[N:10][CH:9]=[N:8]2)=[CH:15][CH:14]=1.